Dataset: Reaction yield outcomes from USPTO patents with 853,638 reactions. Task: Predict the reaction yield, written as a fraction of the theoretical maximum amount of product (1.0 means a 100% yield; for example, 0.34 means a 34% yield). (1) The reactants are [Cl:1][C:2]1[C:7]([O:8][CH2:9][CH3:10])=[CH:6][C:5]([CH2:11][OH:12])=[CH:4][C:3]=1[O:13][CH2:14][CH3:15]. The catalyst is C1COCC1.O=[Mn]=O. The product is [Cl:1][C:2]1[C:7]([O:8][CH2:9][CH3:10])=[CH:6][C:5]([CH:11]=[O:12])=[CH:4][C:3]=1[O:13][CH2:14][CH3:15]. The yield is 0.920. (2) The reactants are [CH3:1][O:2][C:3]([C:5]1[CH:6]=[C:7](B(O)O)[CH:8]=[CH:9][CH:10]=1)=[O:4].FC(F)(F)S(O[C:20]1[CH:21]=[CH:22][CH:23]=[C:24]2[C:29]=1[N:28]=[CH:27][CH:26]=[CH:25]2)(=O)=O.C(=O)([O-])[O-].[Na+].[Na+].O. The catalyst is C1C=CC([P]([Pd]([P](C2C=CC=CC=2)(C2C=CC=CC=2)C2C=CC=CC=2)([P](C2C=CC=CC=2)(C2C=CC=CC=2)C2C=CC=CC=2)[P](C2C=CC=CC=2)(C2C=CC=CC=2)C2C=CC=CC=2)(C2C=CC=CC=2)C2C=CC=CC=2)=CC=1.CO.C1(C)C=CC=CC=1. The product is [N:28]1[C:29]2[C:24](=[CH:23][CH:22]=[CH:21][C:20]=2[C:7]2[CH:6]=[C:5]([CH:10]=[CH:9][CH:8]=2)[C:3]([O:2][CH3:1])=[O:4])[CH:25]=[CH:26][CH:27]=1. The yield is 0.860. (3) The reactants are [CH3:1][C:2]1([CH3:10])[O:7][CH:6]([CH2:8][OH:9])[CH2:5][O:4][CH2:3]1.[CH3:11][S:12](Cl)(=[O:14])=[O:13].C([O-])(O)=O.[Na+]. The catalyst is C(Cl)Cl. The product is [CH3:11][S:12]([O:9][CH2:8][CH:6]1[CH2:5][O:4][CH2:3][C:2]([CH3:10])([CH3:1])[O:7]1)(=[O:14])=[O:13]. The yield is 0.980. (4) The reactants are [CH3:1][C:2]1[CH:7]=[C:6]([CH3:8])[CH:5]=[C:4]([CH3:9])[C:3]=1[NH:10][C:11]1[CH:16]=[CH:15][N:14]=[C:13]([NH:17][C:18]2[CH:25]=[CH:24][C:21]([C:22]#[N:23])=[CH:20][CH:19]=2)[N:12]=1.[ClH:26].CC(O)C. The catalyst is C(O)C. The product is [ClH:26].[CH3:1][C:2]1[CH:7]=[C:6]([CH3:8])[CH:5]=[C:4]([CH3:9])[C:3]=1[NH:10][C:11]1[CH:16]=[CH:15][N:14]=[C:13]([NH:17][C:18]2[CH:25]=[CH:24][C:21]([C:22]#[N:23])=[CH:20][CH:19]=2)[N:12]=1. The yield is 0.860. (5) The reactants are C(Cl)(=O)C(Cl)=O.[CH3:7][O:8][C:9]1[CH:10]=[C:11]([N:18]2[CH2:23][CH2:22][CH:21]([OH:24])[CH2:20][CH2:19]2)[CH:12]=[CH:13][C:14]=1[N+:15]([O-:17])=[O:16]. The catalyst is C(Cl)Cl.CS(C)=O. The product is [CH3:7][O:8][C:9]1[CH:10]=[C:11]([N:18]2[CH2:23][CH2:22][C:21](=[O:24])[CH2:20][CH2:19]2)[CH:12]=[CH:13][C:14]=1[N+:15]([O-:17])=[O:16]. The yield is 0.970. (6) The reactants are Br[C:2]1[CH:3]=[C:4]2[C:9](=[CH:10][C:11]=1[O:12][CH3:13])[N:8]=[CH:7][C:6]([C:14]([O:16][CH2:17][CH3:18])=[O:15])=[C:5]2[NH:19][C:20]1[CH:25]=[CH:24][C:23]([CH2:26][CH3:27])=[CH:22][CH:21]=1.C(N(CC)CC)C.[C:35]([Si:39]([CH3:45])([CH3:44])[O:40][CH2:41][C:42]#[CH:43])([CH3:38])([CH3:37])[CH3:36].CCOC(C)=O. The catalyst is C1C=CC([P]([Pd]([P](C2C=CC=CC=2)(C2C=CC=CC=2)C2C=CC=CC=2)([P](C2C=CC=CC=2)(C2C=CC=CC=2)C2C=CC=CC=2)[P](C2C=CC=CC=2)(C2C=CC=CC=2)C2C=CC=CC=2)(C2C=CC=CC=2)C2C=CC=CC=2)=CC=1.O. The product is [Si:39]([O:40][CH2:41][C:42]#[C:43][C:2]1[CH:3]=[C:4]2[C:9](=[CH:10][C:11]=1[O:12][CH3:13])[N:8]=[CH:7][C:6]([C:14]([O:16][CH2:17][CH3:18])=[O:15])=[C:5]2[NH:19][C:20]1[CH:25]=[CH:24][C:23]([CH2:22][CH3:21])=[CH:26][CH:27]=1)([C:35]([CH3:36])([CH3:37])[CH3:38])([CH3:44])[CH3:45]. The yield is 0.600. (7) The yield is 0.800. The reactants are [Br:1][C:2]1[CH:7]=[CH:6][C:5](I)=[CH:4][CH:3]=1.CN(C=O)C.C(N(CC)CC)C.[CH2:21]([O:23][SiH:24]([O:28][CH2:29][CH3:30])[O:25][CH2:26][CH3:27])[CH3:22]. The product is [Br:1][C:2]1[CH:7]=[CH:6][C:5]([Si:24]([O:28][CH2:29][CH3:30])([O:25][CH2:26][CH3:27])[O:23][CH2:21][CH3:22])=[CH:4][CH:3]=1. The catalyst is CCOCC. (8) The reactants are [CH:1]([C:4]1[CH:9]=[CH:8][C:7]([C@@H:10]2[C:14]3[C:15]([CH3:28])=[C:16]([NH:20][C:21](=[O:27])[CH2:22][C:23]([CH3:26])([CH3:25])[CH3:24])[C:17]([CH3:19])=[CH:18][C:13]=3[O:12][CH2:11]2)=[CH:6][CH:5]=1)([CH3:3])[CH3:2].[C:29](Cl)(=[O:36])[C:30]1[CH:35]=[CH:34][CH:33]=[CH:32][CH:31]=1. No catalyst specified. The product is [C:29]([C:18]1[C:13]2[O:12][CH2:11][C@H:10]([C:7]3[CH:6]=[CH:5][C:4]([CH:1]([CH3:2])[CH3:3])=[CH:9][CH:8]=3)[C:14]=2[C:15]([CH3:28])=[C:16]([NH:20][C:21](=[O:27])[CH2:22][C:23]([CH3:26])([CH3:25])[CH3:24])[C:17]=1[CH3:19])(=[O:36])[C:30]1[CH:35]=[CH:34][CH:33]=[CH:32][CH:31]=1. The yield is 0.740.